From a dataset of Catalyst prediction with 721,799 reactions and 888 catalyst types from USPTO. Predict which catalyst facilitates the given reaction. (1) Reactant: C(=O)([O-])O.[K+].Cl[CH2:7][C:8]([NH:10][CH2:11][CH2:12][CH2:13][CH2:14][CH2:15][C:16]([OH:18])=[O:17])=[O:9].[C-:19]#[N:20].[K+].Cl. Product: [C:19]([CH2:7][C:8]([NH:10][CH2:11][CH2:12][CH2:13][CH2:14][CH2:15][C:16]([OH:18])=[O:17])=[O:9])#[N:20]. The catalyst class is: 6. (2) Reactant: [NH:1]1[C:9]2[CH:8]=[CH:7][CH:6]=[C:5]([OH:10])[C:4]=2[CH:3]=[N:2]1.C1C=CC(N([S:18]([C:21]([F:24])([F:23])[F:22])(=[O:20])=[O:19])[S:18]([C:21]([F:24])([F:23])[F:22])(=[O:20])=[O:19])=CC=1.C(N(C(C)C)CC)(C)C. Product: [NH:1]1[C:9]2[C:4](=[C:5]([O:10][S:18]([C:21]([F:24])([F:23])[F:22])(=[O:20])=[O:19])[CH:6]=[CH:7][CH:8]=2)[CH:3]=[N:2]1. The catalyst class is: 7. (3) Reactant: [H-].[Na+].[F:3][C:4]1[CH:16]=[CH:15][C:7]2[C:8](=[O:14])[NH:9][C:10]([CH3:13])([CH3:12])[O:11][C:6]=2[CH:5]=1.[CH3:17]I. Product: [F:3][C:4]1[CH:16]=[CH:15][C:7]2[C:8](=[O:14])[N:9]([CH3:17])[C:10]([CH3:12])([CH3:13])[O:11][C:6]=2[CH:5]=1. The catalyst class is: 1. (4) Reactant: [C:1]([O:6][CH:7]([O:9][C:10]([O:12][CH:13]1[CH2:18][C:17](=[O:19])[NH:16][C:14]1=[O:15])=[O:11])[CH3:8])(=[O:5])[CH:2]([CH3:4])[CH3:3].ON1C(=O)CCC1=O.C(=O)(SC)OC(OC(=O)C(C)C)C.[Cl:41][C:42]1[CH:47]=[CH:46][CH:45]=[C:44]([C:48]([O:50]O)=[O:49])[CH:43]=1. Product: [C:1]([O:6][CH:7]([O:9][C:10]([O:12][CH:13]1[CH2:18][C:17](=[O:19])[NH:16][C:14]1=[O:15])=[O:11])[CH3:8])(=[O:5])[CH:2]([CH3:4])[CH3:3].[Cl:41][C:42]1[CH:43]=[C:44]([CH:45]=[CH:46][CH:47]=1)[C:48]([OH:50])=[O:49]. The catalyst class is: 158. (5) Reactant: CC(C)([O-])C.[K+].[Cl-].[CH3:8][O:9][CH2:10][P+](C1C=CC=CC=1)(C1C=CC=CC=1)C1C=CC=CC=1.[Br:30][C:31]1[CH:32]=[CH:33][C:34]([F:39])=[C:35]([CH:38]=1)[CH:36]=O.[Cl-].[NH4+]. Product: [Br:30][C:31]1[CH:32]=[CH:33][C:34]([F:39])=[C:35]([CH:36]=[CH:8][O:9][CH3:10])[CH:38]=1. The catalyst class is: 1.